From a dataset of CYP3A4 inhibition data for predicting drug metabolism from PubChem BioAssay. Regression/Classification. Given a drug SMILES string, predict its absorption, distribution, metabolism, or excretion properties. Task type varies by dataset: regression for continuous measurements (e.g., permeability, clearance, half-life) or binary classification for categorical outcomes (e.g., BBB penetration, CYP inhibition). Dataset: cyp3a4_veith. (1) The drug is CC1CN(C(=S)NC(=O)c2ccc([N+](=O)[O-])cc2)CC(C)O1. The result is 0 (non-inhibitor). (2) The molecule is Cn1c(=O)c(CCc2ccccc2)nc2cnc(N3CCOCC3)nc21. The result is 0 (non-inhibitor). (3) The compound is CCn1c(=O)cc(SCC(=O)N2CCN(C(=O)c3ccco3)CC2)c2ccccc21. The result is 1 (inhibitor).